Dataset: Reaction yield outcomes from USPTO patents with 853,638 reactions. Task: Predict the reaction yield, written as a fraction of the theoretical maximum amount of product (1.0 means a 100% yield; for example, 0.34 means a 34% yield). (1) The reactants are [CH2:1]([NH:8][S:9]([C:12]1[CH:17]=[CH:16][CH:15]=[C:14]([CH2:18][OH:19])[CH:13]=1)(=[O:11])=[O:10])[C:2]1[CH:7]=[CH:6][CH:5]=[CH:4][CH:3]=1. The catalyst is O=[Mn]=O. The product is [CH2:1]([NH:8][S:9]([C:12]1[CH:17]=[CH:16][CH:15]=[C:14]([CH:18]=[O:19])[CH:13]=1)(=[O:11])=[O:10])[C:2]1[CH:7]=[CH:6][CH:5]=[CH:4][CH:3]=1. The yield is 0.850. (2) The reactants are C([N:8](CC1C=CC=CC=1)[CH:9]1[CH2:14][CH2:13][N:12]([CH2:15][CH2:16][N:17]2[C:26]3[C:21](=[C:22]([F:28])[CH:23]=[C:24]([F:27])[CH:25]=3)[CH:20]=[CH:19][C:18]2=[O:29])[CH:11]([CH3:30])[CH2:10]1)C1C=CC=CC=1. The catalyst is CO.[OH-].[OH-].[Pd+2]. The product is [NH2:8][CH:9]1[CH2:14][CH2:13][N:12]([CH2:15][CH2:16][N:17]2[C:26]3[C:21](=[C:22]([F:28])[CH:23]=[C:24]([F:27])[CH:25]=3)[CH:20]=[CH:19][C:18]2=[O:29])[CH:11]([CH3:30])[CH2:10]1. The yield is 0.960. (3) The reactants are [CH2:1]([S:3]([C:6]1[CH:7]=[C:8]([C:12]2[CH:20]=[CH:19][C:18]([OH:21])=[C:17]3[C:13]=2[C:14]2[CH:25]=[C:24]([CH3:26])[CH:23]=[N:22][C:15]=2[NH:16]3)[CH:9]=[CH:10][CH:11]=1)(=[O:5])=[O:4])[CH3:2].[CH3:27][C@@H:28]1[CH2:30][O:29]1.C(N(CC)CC)C. The catalyst is CCO. The product is [CH2:1]([S:3]([C:6]1[CH:7]=[C:8]([C:12]2[CH:20]=[CH:19][C:18]([O:21][CH2:27][C@H:28]([OH:29])[CH3:30])=[C:17]3[C:13]=2[C:14]2[CH:25]=[C:24]([CH3:26])[CH:23]=[N:22][C:15]=2[NH:16]3)[CH:9]=[CH:10][CH:11]=1)(=[O:5])=[O:4])[CH3:2]. The yield is 0.200. (4) The reactants are [CH:1]([C:4]1[CH:9]=[CH:8][C:7]([CH2:10][C:11]([O:13][CH2:14][CH3:15])=[O:12])=[CH:6][C:5]=1[O:16]C)([CH3:3])[CH3:2].B(Br)(Br)Br. The catalyst is C(Cl)Cl. The product is [OH:16][C:5]1[CH:6]=[C:7]([CH2:10][C:11]([O:13][CH2:14][CH3:15])=[O:12])[CH:8]=[CH:9][C:4]=1[CH:1]([CH3:3])[CH3:2]. The yield is 0.940. (5) The reactants are [Cl:1][C:2]1[CH:7]=[CH:6][C:5]([C:8]2(O)[C:13]3[CH:14]=[C:15]([C:17]4[CH:22]=[CH:21][N:20]=[CH:19][CH:18]=4)[S:16][C:12]=3[S:11](=[O:24])(=[O:23])[NH:10][CH2:9]2)=[CH:4][CH:3]=1.C([SiH](CC)CC)C.FC(F)(F)S(O)(=O)=O.C([O-])(O)=O.[Na+]. The catalyst is ClCCCl. The product is [Cl:1][C:2]1[CH:7]=[CH:6][C:5]([C:8]2[C:13]3[CH:14]=[C:15]([C:17]4[CH:18]=[CH:19][N:20]=[CH:21][CH:22]=4)[S:16][C:12]=3[S:11](=[O:24])(=[O:23])[NH:10][CH:9]=2)=[CH:4][CH:3]=1. The yield is 0.420. (6) The reactants are C([NH:9][C:10]([NH:12][C:13]1[CH:18]=[C:17]([Br:19])[N:16]=[C:15]([Br:20])[CH:14]=1)=[S:11])(=O)C1C=CC=CC=1.[OH-].[Na+]. The catalyst is C1COCC1. The product is [Br:20][C:15]1[CH:14]=[C:13]([NH:12][C:10]([NH2:9])=[S:11])[CH:18]=[C:17]([Br:19])[N:16]=1. The yield is 0.780.